This data is from Catalyst prediction with 721,799 reactions and 888 catalyst types from USPTO. The task is: Predict which catalyst facilitates the given reaction. (1) Reactant: [Cl:1][C:2]1[C:7]([N+:8]([O-])=O)=[C:6]([Cl:11])[N:5]=[CH:4][N:3]=1. Product: [Cl:1][C:2]1[C:7]([NH2:8])=[C:6]([Cl:11])[N:5]=[CH:4][N:3]=1. The catalyst class is: 14. (2) Reactant: [Cl:1][C:2]1[N:7]=[C:6](Cl)[CH:5]=[CH:4][N:3]=1.C(N(CC)CC)C.[C:16]([C:18]1[CH:19]=[CH:20][C:21]([F:31])=[C:22]([NH:24][C:25](=[O:30])[C:26]([F:29])([F:28])[F:27])[CH:23]=1)#[CH:17]. Product: [Cl:1][C:2]1[N:7]=[C:6]([C:17]#[C:16][C:18]2[CH:19]=[CH:20][C:21]([F:31])=[C:22]([NH:24][C:25](=[O:30])[C:26]([F:27])([F:28])[F:29])[CH:23]=2)[CH:5]=[CH:4][N:3]=1. The catalyst class is: 540.